From a dataset of TCR-epitope binding with 47,182 pairs between 192 epitopes and 23,139 TCRs. Binary Classification. Given a T-cell receptor sequence (or CDR3 region) and an epitope sequence, predict whether binding occurs between them. (1) The epitope is LEPLVDLPI. The TCR CDR3 sequence is CATSDFGDSYSYEQYF. Result: 1 (the TCR binds to the epitope). (2) The epitope is LLALHRSYL. The TCR CDR3 sequence is CASSLIGVSSYNEQFF. Result: 1 (the TCR binds to the epitope). (3) The epitope is GLNKIVRMY. The TCR CDR3 sequence is CASSLGYSPLHF. Result: 0 (the TCR does not bind to the epitope). (4) The epitope is TLVPQEHYV. The TCR CDR3 sequence is CASSVGASNYGYTF. Result: 1 (the TCR binds to the epitope). (5) The epitope is HLVDFQVTI. The TCR CDR3 sequence is CASSLGHLEQYF. Result: 0 (the TCR does not bind to the epitope). (6) The TCR CDR3 sequence is CASSLEWGGETQYF. The epitope is FLYALALLL. Result: 1 (the TCR binds to the epitope). (7) The epitope is FIAGLIAIV. The TCR CDR3 sequence is CASSLRKSSYNEQFF. Result: 0 (the TCR does not bind to the epitope). (8) The epitope is YEGNSPFHPL. The TCR CDR3 sequence is CASSPLNGGNTGELFF. Result: 0 (the TCR does not bind to the epitope).